This data is from Catalyst prediction with 721,799 reactions and 888 catalyst types from USPTO. The task is: Predict which catalyst facilitates the given reaction. (1) Reactant: CCN(C(C)C)C(C)C.Cl.[CH3:11][O:12][C:13](=[O:18])[C@H:14]([NH2:17])[CH2:15][OH:16].[CH3:19][C:20]([O:23][C:24](O[C:24]([O:23][C:20]([CH3:22])([CH3:21])[CH3:19])=[O:25])=[O:25])([CH3:22])[CH3:21]. Product: [CH3:11][O:12][C:13]([C@H:14]([NH:17][C:24](=[O:25])[O:23][C:20]([CH3:22])([CH3:21])[CH3:19])[CH2:15][OH:16])=[O:18]. The catalyst class is: 2. (2) The catalyst class is: 2. Reactant: [Cl:1][CH2:2][CH2:3][N:4]([C:8]1[C:9]([N+:24]([O-:26])=[O:25])=[C:10]([C:18]([N+:21]([O-:23])=[O:22])=[CH:19][CH:20]=1)[C:11]([O:13][C:14]([CH3:17])([CH3:16])[CH3:15])=[O:12])[CH2:5][CH2:6][OH:7].N1C=CC=CC=1.[CH3:33][S:34](O[S:34]([CH3:33])(=[O:36])=[O:35])(=[O:36])=[O:35].C([O-])(O)=O.[Na+]. Product: [Cl:1][CH2:2][CH2:3][N:4]([C:8]1[C:9]([N+:24]([O-:26])=[O:25])=[C:10]([C:18]([N+:21]([O-:23])=[O:22])=[CH:19][CH:20]=1)[C:11]([O:13][C:14]([CH3:17])([CH3:16])[CH3:15])=[O:12])[CH2:5][CH2:6][O:7][S:34]([CH3:33])(=[O:36])=[O:35]. (3) Reactant: [CH:1]1([CH2:7][CH2:8][CH2:9][C@@H:10]([C:19]2[O:23][N:22]=[C:21]([CH2:24][N:25]([CH2:27][C:28]([O:30]CC)=[O:29])[CH3:26])[N:20]=2)[CH2:11][C:12]([O:14][C:15]([CH3:18])([CH3:17])[CH3:16])=[O:13])[CH2:6][CH2:5][CH2:4][CH2:3][CH2:2]1.O[Li].O. Product: [C:15]([O:14][C:12](=[O:13])[CH2:11][C@H:10]([C:19]1[O:23][N:22]=[C:21]([CH2:24][N:25]([CH2:27][C:28]([OH:30])=[O:29])[CH3:26])[N:20]=1)[CH2:9][CH2:8][CH2:7][CH:1]1[CH2:2][CH2:3][CH2:4][CH2:5][CH2:6]1)([CH3:18])([CH3:16])[CH3:17]. The catalyst class is: 38. (4) The catalyst class is: 5. Product: [Si:1]([O:8][CH2:9][C:10]1[N:15]=[CH:14][C:13]2[N:16]([C:19]3[S:23][C:22]([C:24]([NH2:38])=[O:26])=[C:21]([O:28][CH:29]([C:31]4[CH:36]=[CH:35][CH:34]=[CH:33][C:32]=4[F:37])[CH3:30])[CH:20]=3)[CH:17]=[N:18][C:12]=2[CH:11]=1)([C:4]([CH3:5])([CH3:7])[CH3:6])([CH3:2])[CH3:3]. Reactant: [Si:1]([O:8][CH2:9][C:10]1[N:15]=[CH:14][C:13]2[N:16]([C:19]3[S:23][C:22]([C:24]([O:26]C)=O)=[C:21]([O:28][CH:29]([C:31]4[CH:36]=[CH:35][CH:34]=[CH:33][C:32]=4[F:37])[CH3:30])[CH:20]=3)[CH:17]=[N:18][C:12]=2[CH:11]=1)([C:4]([CH3:7])([CH3:6])[CH3:5])([CH3:3])[CH3:2].[NH3:38]. (5) Reactant: C[O:2][C:3](=[O:22])[C:4]1[CH:9]=[CH:8][C:7]([CH2:10][O:11][C:12]2[CH:17]=[C:16]([N+:18]([O-:20])=[O:19])[CH:15]=[C:14]([Cl:21])[CH:13]=2)=[CH:6][CH:5]=1.[OH-].[Na+]. Product: [Cl:21][C:14]1[CH:13]=[C:12]([CH:17]=[C:16]([N+:18]([O-:20])=[O:19])[CH:15]=1)[O:11][CH2:10][C:7]1[CH:6]=[CH:5][C:4]([C:3]([OH:22])=[O:2])=[CH:9][CH:8]=1. The catalyst class is: 5. (6) Reactant: [CH:1]([C:4]1[CH:5]=[C:6](Br)[CH:7]=[C:8]([CH:10]([CH3:12])[CH3:11])[CH:9]=1)([CH3:3])[CH3:2].CN(C)CCN(C)C.C([Li])CCC.CCCCCC.[B:33](OC(C)C)([O:38]C(C)C)[O:34]C(C)C.Cl. Product: [CH:1]([C:4]1[CH:5]=[C:6]([B:33]([OH:38])[OH:34])[CH:7]=[C:8]([CH:10]([CH3:12])[CH3:11])[CH:9]=1)([CH3:3])[CH3:2]. The catalyst class is: 27. (7) Reactant: C([O:5][C:6]([CH2:8][N:9]([CH2:11][CH2:12][NH:13][C:14]1[NH:15][C:16](=[O:24])[C:17]2[C:22]([CH:23]=1)=[CH:21][CH:20]=[CH:19][CH:18]=2)[CH3:10])=O)(C)(C)C.C(=O)([O-])[O-].[K+].[K+]. Product: [CH3:10][N:9]1[CH2:11][CH2:12][N:13]([C:14]2[NH:15][C:16](=[O:24])[C:17]3[C:22]([CH:23]=2)=[CH:21][CH:20]=[CH:19][CH:18]=3)[C:6](=[O:5])[CH2:8]1. The catalyst class is: 5.